This data is from Peptide-MHC class I binding affinity with 185,985 pairs from IEDB/IMGT. The task is: Regression. Given a peptide amino acid sequence and an MHC pseudo amino acid sequence, predict their binding affinity value. This is MHC class I binding data. (1) The peptide sequence is RVYLNGIGK. The MHC is HLA-A02:06 with pseudo-sequence HLA-A02:06. The binding affinity (normalized) is 0.0847. (2) The peptide sequence is HPLSHFVNL. The MHC is HLA-A26:01 with pseudo-sequence HLA-A26:01. The binding affinity (normalized) is 0.0847. (3) The peptide sequence is FRFKYAAAF. The MHC is Mamu-B17 with pseudo-sequence Mamu-B17. The binding affinity (normalized) is 0.894.